Predict which catalyst facilitates the given reaction. From a dataset of Catalyst prediction with 721,799 reactions and 888 catalyst types from USPTO. (1) Reactant: [Cl:1][C:2]1[CH:3]=[C:4]2[C:10]([C:11]3[N:16]=[C:15]([NH:17][C@H:18]4[CH2:23][CH2:22][CH2:21][C@@H:20]([OH:24])[C@H:19]4[OH:25])[C:14]([F:26])=[CH:13][N:12]=3)=[CH:9][N:8](S(C3C=CC(C)=CC=3)(=O)=O)[C:5]2=[N:6][CH:7]=1. Product: [Cl:1][C:2]1[CH:3]=[C:4]2[C:10]([C:11]3[N:16]=[C:15]([NH:17][C@H:18]4[CH2:23][CH2:22][CH2:21][C@@H:20]([OH:24])[C@H:19]4[OH:25])[C:14]([F:26])=[CH:13][N:12]=3)=[CH:9][NH:8][C:5]2=[N:6][CH:7]=1. The catalyst class is: 1. (2) Reactant: [Cl:1][C:2]1[CH:7]=[CH:6][CH:5]=[CH:4][C:3]=1[N:8]1[C:12](=[O:13])[NH:11][N:10]=[C:9]1[C:14]1[S:31][C:17]2[C:18]3[CH:26]=[CH:25][C:24]([C:27]([O:29]C)=[O:28])=[CH:23][C:19]=3[O:20][CH2:21][CH2:22][C:16]=2[CH:15]=1.O.[Li+].[OH-]. Product: [Cl:1][C:2]1[CH:7]=[CH:6][CH:5]=[CH:4][C:3]=1[N:8]1[C:12](=[O:13])[NH:11][N:10]=[C:9]1[C:14]1[S:31][C:17]2[C:18]3[CH:26]=[CH:25][C:24]([C:27]([OH:29])=[O:28])=[CH:23][C:19]=3[O:20][CH2:21][CH2:22][C:16]=2[CH:15]=1. The catalyst class is: 1. (3) Reactant: C[O:2][C:3](=[O:25])[C@H:4]([NH:17][C:18]([O:20][C:21]([CH3:24])([CH3:23])[CH3:22])=[O:19])[CH2:5][C:6]1[CH:11]=[CH:10][CH:9]=[CH:8][C:7]=1[O:12][C:13]([F:16])([F:15])[F:14].[OH-].[Li+].Cl. Product: [C:21]([O:20][C:18]([NH:17][C@H:4]([CH2:5][C:6]1[CH:11]=[CH:10][CH:9]=[CH:8][C:7]=1[O:12][C:13]([F:14])([F:15])[F:16])[C:3]([OH:25])=[O:2])=[O:19])([CH3:24])([CH3:22])[CH3:23]. The catalyst class is: 83. (4) Product: [Cl:1][C:2]1[CH:3]=[CH:4][C:5]([C:8]2[C:11]([CH:13]3[CH2:14][CH2:15]3)=[N:17][NH:18][C:9]=2[NH2:10])=[CH:6][CH:7]=1. Reactant: [Cl:1][C:2]1[CH:7]=[CH:6][C:5]([CH:8]([C:11]([CH:13]2[CH2:15][CH2:14]2)=O)[C:9]#[N:10])=[CH:4][CH:3]=1.O.[NH2:17][NH2:18].C(O)(=O)C. The catalyst class is: 11. (5) The catalyst class is: 55. Product: [NH2:7][C:8]1[CH:13]=[CH:12][C:11]([C:14]2[C:22]3[C:17](=[N:18][C:19]([NH:23][CH2:24][CH2:25][N:26]4[CH2:27][CH2:28][O:29][CH2:30][CH2:31]4)=[N:20][CH:21]=3)[N:16]([CH3:32])[N:15]=2)=[CH:10][C:9]=1[CH3:33]. Reactant: C(OC(=O)[NH:7][C:8]1[CH:13]=[CH:12][C:11]([C:14]2[C:22]3[C:17](=[N:18][C:19]([NH:23][CH2:24][CH2:25][N:26]4[CH2:31][CH2:30][O:29][CH2:28][CH2:27]4)=[N:20][CH:21]=3)[N:16]([CH3:32])[N:15]=2)=[CH:10][C:9]=1[CH3:33])(C)(C)C. (6) Reactant: C([Li])(CC)C.[N:6]1([C:16]([O:18][C:19]([CH3:22])([CH3:21])[CH3:20])=[O:17])[C:15]2[C:10](=[CH:11][CH:12]=[CH:13][CH:14]=2)[CH2:9][CH2:8][CH2:7]1.CN(C)CCN(C)C.[I:31]CCI. Product: [I:31][C:14]1[CH:13]=[CH:12][CH:11]=[C:10]2[C:15]=1[N:6]([C:16]([O:18][C:19]([CH3:22])([CH3:21])[CH3:20])=[O:17])[CH2:7][CH2:8][CH2:9]2. The catalyst class is: 27. (7) Reactant: [CH3:1][O:2][C:3](=[O:20])[CH:4]([NH:7][C:8](=[O:19])[C@H:9]([NH:11][C:12]([O:14][C:15]([CH3:18])([CH3:17])[CH3:16])=[O:13])[CH3:10])[CH2:5]O.CCN(S(F)(F)F)CC.C(=O)([O-])[O-].[K+].[K+]. Product: [CH3:1][O:2][C:3]([CH:4]1[CH2:5][O:19][C:8]([C@H:9]([NH:11][C:12]([O:14][C:15]([CH3:18])([CH3:17])[CH3:16])=[O:13])[CH3:10])=[N:7]1)=[O:20]. The catalyst class is: 4. (8) Reactant: [N:1]1[C:10]2[CH:9]=[CH:8][CH:7]=[C:6]([C:11]([O:13][CH3:14])=[O:12])[C:5]=2[CH:4]=[CH:3][CH:2]=1.ClC1C=CC=C(C(OO)=[O:23])C=1.S([O-])([O-])(=O)=S.[Na+].[Na+].C(=O)([O-])[O-].[K+].[K+]. Product: [CH3:14][O:13][C:11]([C:6]1[CH:7]=[CH:8][CH:9]=[C:10]2[C:5]=1[CH:4]=[CH:3][CH:2]=[N+:1]2[O-:23])=[O:12]. The catalyst class is: 22. (9) Reactant: [F:1][C:2]([F:13])([F:12])[C:3]1[CH:4]=[C:5]([CH:7]=[CH:8][C:9]=1[CH:10]=[CH2:11])[NH2:6].B.[OH-:15].[Na+].OO. Product: [OH:15][CH2:11][CH2:10][C:9]1[CH:8]=[CH:7][C:5]([NH2:6])=[CH:4][C:3]=1[C:2]([F:12])([F:13])[F:1]. The catalyst class is: 7. (10) Reactant: [F:1][C:2]1([F:31])[O:6][C:5]2[CH:7]=[CH:8][C:9]([NH:11][C:12]([C:14]3[CH:19]=[CH:18][CH:17]=[CH:16][C:15]=3[NH:20][CH2:21][C:22]3[CH:27]=[CH:26][N:25]=[C:24]([C:28]([NH2:30])=[O:29])[CH:23]=3)=[O:13])=[CH:10][C:4]=2[O:3]1.COC(OC)N(C)C.FC1(F)[O:45][C:44]2[CH:46]=C[C:48](NC(C3C=CC=CC=3NCC3C=CN=C(C(OC)=O)C=3)=O)=[CH:49][C:43]=2O1.O1C=CC=C1CN. Product: [F:31][C:2]1([F:1])[O:6][C:5]2[CH:7]=[CH:8][C:9]([NH:11][C:12]([C:14]3[CH:19]=[CH:18][CH:17]=[CH:16][C:15]=3[NH:20][CH2:21][C:22]3[CH:27]=[CH:26][N:25]=[C:24]([C:28]([NH:30][CH2:46][C:44]4[O:45][CH:48]=[CH:49][CH:43]=4)=[O:29])[CH:23]=3)=[O:13])=[CH:10][C:4]=2[O:3]1. The catalyst class is: 5.